From a dataset of Forward reaction prediction with 1.9M reactions from USPTO patents (1976-2016). Predict the product of the given reaction. The product is: [CH:1]1([N:4]2[C:8]3[C:9]([O:23][C@@H:25]([C@H:27]4[CH2:31][N:30]([C@@H:32]([C:34]5[CH:35]=[CH:36][C:37]([O:40][CH3:41])=[CH:38][CH:39]=5)[CH3:33])[C:29](=[O:42])[CH2:28]4)[CH3:26])=[N:10][C:11]([C:13]4[CH:18]=[CH:17][C:16]([O:19][CH3:20])=[C:15]([O:21][CH3:22])[CH:14]=4)=[CH:12][C:7]=3[N:6]=[CH:5]2)[CH2:2][CH2:3]1. Given the reactants [CH:1]1([N:4]2[C:8]3[C:9](=[O:23])[NH:10][C:11]([C:13]4[CH:18]=[CH:17][C:16]([O:19][CH3:20])=[C:15]([O:21][CH3:22])[CH:14]=4)=[CH:12][C:7]=3[N:6]=[CH:5]2)[CH2:3][CH2:2]1.O[C@H:25]([C@H:27]1[CH2:31][N:30]([C@@H:32]([C:34]2[CH:39]=[CH:38][C:37]([O:40][CH3:41])=[CH:36][CH:35]=2)[CH3:33])[C:29](=[O:42])[CH2:28]1)[CH3:26].C1C=CC(P(C2C=CC=CC=2)C2C=CC=CC=2)=CC=1.CCOC(/N=N/C(OCC)=O)=O, predict the reaction product.